From a dataset of Forward reaction prediction with 1.9M reactions from USPTO patents (1976-2016). Predict the product of the given reaction. (1) Given the reactants Cl.[C@H:2]12[CH2:8][C@H:5]([NH:6][CH2:7]1)[CH2:4][N:3]2[C:9]([C@@:11]1([CH2:25][CH:26]([F:28])[F:27])[CH2:15][CH2:14][C@@H:13]([NH:16][C@@H:17]2[C@H:22]([O:23][CH3:24])[CH2:21][O:20][CH2:19][CH2:18]2)[CH2:12]1)=[O:10].CC1(C)C2C(=C(P(C3C=CC=CC=3)C3C=CC=CC=3)C=CC=2)OC2C(P(C3C=CC=CC=3)C3C=CC=CC=3)=CC=CC1=2.C([O-])([O-])=O.[Cs+].[Cs+].Cl[C:78]1[CH:83]=[C:82]([C:84]([F:87])([F:86])[F:85])[N:81]=[CH:80][N:79]=1, predict the reaction product. The product is: [F:28][CH:26]([F:27])[CH2:25][C@:11]1([C:9]([N:3]2[CH2:4][C@@H:5]3[CH2:8][C@H:2]2[CH2:7][N:6]3[C:78]2[CH:83]=[C:82]([C:84]([F:87])([F:86])[F:85])[N:81]=[CH:80][N:79]=2)=[O:10])[CH2:15][CH2:14][C@@H:13]([NH:16][C@@H:17]2[C@H:22]([O:23][CH3:24])[CH2:21][O:20][CH2:19][CH2:18]2)[CH2:12]1. (2) Given the reactants [F:1][C:2]1([F:22])[CH2:7][CH2:6][CH:5]([CH2:8][NH:9][C:10]([C:12]2[C:20]3[C:15](=[CH:16][CH:17]=[CH:18][C:19]=3[Cl:21])[NH:14][CH:13]=2)=[O:11])[CH2:4][CH2:3]1.[N:23]1([CH2:29][CH2:30]O)[CH2:28][CH2:27][CH2:26][CH2:25][CH2:24]1.C(P(=CC#N)(CCCC)CCCC)CCC, predict the reaction product. The product is: [Cl:21][C:19]1[CH:18]=[CH:17][CH:16]=[C:15]2[C:20]=1[C:12]([C:10]([NH:9][CH2:8][CH:5]1[CH2:6][CH2:7][C:2]([F:1])([F:22])[CH2:3][CH2:4]1)=[O:11])=[CH:13][N:14]2[CH2:30][CH2:29][N:23]1[CH2:28][CH2:27][CH2:26][CH2:25][CH2:24]1. (3) Given the reactants C([O:3][C:4](=O)[NH:5][CH2:6][CH2:7][C:8]1[CH:13]=[CH:12][C:11]([O:14][CH3:15])=[CH:10][CH:9]=1)C.C(OC(=O)C)C, predict the reaction product. The product is: [CH3:15][O:14][C:11]1[CH:12]=[C:13]2[C:8]([CH2:7][CH2:6][NH:5][C:4]2=[O:3])=[CH:9][CH:10]=1. (4) Given the reactants Cl[C:2]1[C:7]([CH2:8][CH2:9]Cl)=[C:6]([C:11]2[CH:16]=[CH:15][CH:14]=[C:13]([O:17][CH3:18])[CH:12]=2)[N:5]=[C:4]([N:19]2[CH2:24][CH2:23][O:22][CH2:21][CH2:20]2)[N:3]=1.[CH3:25][O:26][C:27]1[CH:32]=[CH:31][C:30]([NH2:33])=[CH:29][N:28]=1, predict the reaction product. The product is: [CH3:18][O:17][C:13]1[CH:12]=[C:11]([C:6]2[C:7]3[CH2:8][CH2:9][N:33]([C:30]4[CH:29]=[N:28][C:27]([O:26][CH3:25])=[CH:32][CH:31]=4)[C:2]=3[N:3]=[C:4]([N:19]3[CH2:24][CH2:23][O:22][CH2:21][CH2:20]3)[N:5]=2)[CH:16]=[CH:15][CH:14]=1. (5) Given the reactants [CH3:1][C@H:2]1[NH:7][CH2:6][CH2:5][N:4]([C:8]([O:10][C:11]([CH3:14])([CH3:13])[CH3:12])=[O:9])[CH2:3]1.[CH3:15][C:16]1([CH3:23])[O:20][C@@H:19]([CH:21]=O)[CH2:18][O:17]1.C=O, predict the reaction product. The product is: [CH3:15][C:16]1([CH3:23])[O:20][C@@H:19]([CH2:21][N:7]2[CH2:6][CH2:5][N:4]([C:8]([O:10][C:11]([CH3:13])([CH3:12])[CH3:14])=[O:9])[CH2:3][C@H:2]2[CH3:1])[CH2:18][O:17]1. (6) Given the reactants F[C:2]1[CH:7]=[CH:6][C:5]([S:8]([N:11]([CH2:21][CH:22]([CH3:24])[CH3:23])[C:12]2[CH:17]=[CH:16][C:15]([CH:18]([CH3:20])[CH3:19])=[CH:14][N:13]=2)(=[O:10])=[O:9])=[CH:4][CH:3]=1.[H-].[Na+].[F:27][C@H:28]1[C@@H:33]([CH2:34][OH:35])[CH2:32][CH2:31][N:30]([C:36]([O:38][C:39]([CH3:42])([CH3:41])[CH3:40])=[O:37])[CH2:29]1, predict the reaction product. The product is: [F:27][C@H:28]1[C@@H:33]([CH2:34][O:35][C:2]2[CH:7]=[CH:6][C:5]([S:8](=[O:9])(=[O:10])[N:11]([CH2:21][CH:22]([CH3:23])[CH3:24])[C:12]3[CH:17]=[CH:16][C:15]([CH:18]([CH3:20])[CH3:19])=[CH:14][N:13]=3)=[CH:4][CH:3]=2)[CH2:32][CH2:31][N:30]([C:36]([O:38][C:39]([CH3:42])([CH3:41])[CH3:40])=[O:37])[CH2:29]1. (7) The product is: [C:1]([O:5][C:6](=[O:20])[NH:7][C:8]1[CH:13]=[C:12]([C:14]([F:17])([F:16])[F:15])[C:11]([CH3:18])=[CH:10][C:9]=1[NH:19][C:26](=[O:25])[CH2:27][C:28](=[O:41])[C:29]1[CH:34]=[CH:33][CH:32]=[C:31]([C:35]2[CH:36]=[CH:37][N:38]=[CH:39][CH:40]=2)[CH:30]=1)([CH3:4])([CH3:2])[CH3:3]. Given the reactants [C:1]([O:5][C:6](=[O:20])[NH:7][C:8]1[CH:13]=[C:12]([C:14]([F:17])([F:16])[F:15])[C:11]([CH3:18])=[CH:10][C:9]=1[NH2:19])([CH3:4])([CH3:3])[CH3:2].C([O:25][C:26](=O)[CH2:27][C:28](=[O:41])[C:29]1[CH:34]=[CH:33][CH:32]=[C:31]([C:35]2[CH:40]=[CH:39][N:38]=[CH:37][CH:36]=2)[CH:30]=1)(C)(C)C, predict the reaction product.